From a dataset of Catalyst prediction with 721,799 reactions and 888 catalyst types from USPTO. Predict which catalyst facilitates the given reaction. (1) The catalyst class is: 3. Product: [CH3:37][O:36][CH2:35][C:30]1[N:31]([CH2:32][CH2:33][CH3:34])[C:21]2[C:20]3[CH:19]=[C:18]([O:17][CH2:8][C:9](=[O:10])[N:11]4[CH2:16][CH2:15][S:14][CH2:13][CH2:12]4)[CH:27]=[CH:26][C:25]=3[N:24]=[C:23]([NH2:28])[C:22]=2[N:29]=1. Reactant: C(=O)([O-])[O-].[Cs+].[Cs+].Br[CH2:8][C:9]([N:11]1[CH2:16][CH2:15][S:14][CH2:13][CH2:12]1)=[O:10].[OH:17][C:18]1[CH:27]=[CH:26][C:25]2[N:24]=[C:23]([NH2:28])[C:22]3[N:29]=[C:30]([CH2:35][O:36][CH3:37])[N:31]([CH2:32][CH2:33][CH3:34])[C:21]=3[C:20]=2[CH:19]=1. (2) Reactant: [N+:1]([C:4]1[CH:12]=[CH:11][CH:10]=[CH:9][C:5]=1[C:6](Cl)=[O:7])([O-:3])=[O:2].N[C:14]1[CH:19]=[CH:18][C:17]([C:20]([F:23])([F:22])[F:21])=[CH:16][CH:15]=1.C([N:26](CC)CC)C.C(=O)([O-])O.[Na+]. Product: [N+:1]([C:4]1[C:12]([C:14]2[CH:15]=[CH:16][C:17]([C:20]([F:21])([F:22])[F:23])=[CH:18][CH:19]=2)=[CH:11][CH:10]=[CH:9][C:5]=1[C:6]([NH2:26])=[O:7])([O-:3])=[O:2]. The catalyst class is: 119. (3) Reactant: C(OC([N:8]1[CH2:13][CH2:12][CH2:11][CH2:10][CH:9]1[CH2:14][CH2:15][NH:16][C:17]1[C:22](=[O:23])[N:21]([CH2:24][CH2:25][NH:26][CH2:27][C:28]2[C:36]3[C:31](=[CH:32][CH:33]=[C:34]([Cl:37])[CH:35]=3)[NH:30][N:29]=2)[C:20]([Cl:38])=[CH:19][N:18]=1)=O)(C)(C)C. Product: [Cl:38][C:20]1[N:21]([CH2:24][CH2:25][NH:26][CH2:27][C:28]2[C:36]3[C:31](=[CH:32][CH:33]=[C:34]([Cl:37])[CH:35]=3)[NH:30][N:29]=2)[C:22](=[O:23])[C:17]([NH:16][CH2:15][CH2:14][CH:9]2[CH2:10][CH2:11][CH2:12][CH2:13][NH:8]2)=[N:18][CH:19]=1. The catalyst class is: 89. (4) Reactant: C(OC(=O)[NH:7][C:8]1[CH:13]=[CH:12][C:11]([O:14][CH3:15])=[CH:10][C:9]=1[CH2:16][CH:17]([OH:22])[C:18]([CH3:21])([CH3:20])[CH3:19])(C)(C)C.FC(F)(F)C(O)=O.C(=O)([O-])O.[Na+]. Product: [NH2:7][C:8]1[CH:13]=[CH:12][C:11]([O:14][CH3:15])=[CH:10][C:9]=1[CH2:16][CH:17]([OH:22])[C:18]([CH3:20])([CH3:19])[CH3:21]. The catalyst class is: 4. (5) Reactant: [CH2:1]([O:8][C:9]1[CH:14]=[CH:13][C:12]([OH:15])=[C:11]([CH:16]([OH:23])[C:17]2[CH:22]=[CH:21][CH:20]=[CH:19][CH:18]=2)[CH:10]=1)[C:2]1[CH:7]=[CH:6][CH:5]=[CH:4][CH:3]=1.C([O-])([O-])=O.[Cs+].[Cs+].Br[C:31]([CH3:38])([CH3:37])[C:32]([O:34][CH2:35][CH3:36])=[O:33]. Product: [CH2:35]([O:34][C:32](=[O:33])[C:31]([O:15][C:12]1[CH:13]=[CH:14][C:9]([O:8][CH2:1][C:2]2[CH:3]=[CH:4][CH:5]=[CH:6][CH:7]=2)=[CH:10][C:11]=1[CH:16]([OH:23])[C:17]1[CH:18]=[CH:19][CH:20]=[CH:21][CH:22]=1)([CH3:38])[CH3:37])[CH3:36]. The catalyst class is: 3.